Task: Predict the product of the given reaction.. Dataset: Forward reaction prediction with 1.9M reactions from USPTO patents (1976-2016) (1) Given the reactants [Cl:1][C:2]1[C:7]([NH:8][S:9]([C:12]2[CH:17]=[CH:16][C:15]([F:18])=[CH:14][CH:13]=2)(=[O:11])=[O:10])=[CH:6][C:5]([C:19]2[CH:20]=[C:21]3[C:26](=[CH:27][CH:28]=2)[N:25]=[CH:24][CH:23]=[C:22]3Cl)=[CH:4][N:3]=1.O.[CH3:31][O:32][C:33]1[C:38](B(O)O)=[CH:37][CH:36]=[CH:35][N:34]=1.C(=O)([O-])[O-].[Na+].[Na+], predict the reaction product. The product is: [Cl:1][C:2]1[C:7]([NH:8][S:9]([C:12]2[CH:17]=[CH:16][C:15]([F:18])=[CH:14][CH:13]=2)(=[O:11])=[O:10])=[CH:6][C:5]([C:19]2[CH:28]=[C:27]3[C:26](=[CH:21][CH:20]=2)[N:25]=[CH:24][CH:23]=[C:22]3[C:38]2[C:33]([O:32][CH3:31])=[N:34][CH:35]=[CH:36][CH:37]=2)=[CH:4][N:3]=1. (2) Given the reactants [CH3:1][C:2]1([CH3:16])[C:6]([CH3:8])([CH3:7])[O:5][B:4]([C:9]2[CH:14]=[CH:13][CH:12]=[CH:11][C:10]=2[OH:15])[O:3]1.Br[CH2:18][C:19]([O:21][CH3:22])=[O:20].C([O-])([O-])=O.[K+].[K+], predict the reaction product. The product is: [CH3:8][C:6]1([CH3:7])[C:2]([CH3:16])([CH3:1])[O:3][B:4]([C:9]2[CH:14]=[CH:13][CH:12]=[CH:11][C:10]=2[O:15][CH2:18][C:19]([O:21][CH3:22])=[O:20])[O:5]1. (3) Given the reactants [C:1]([O:5][C:6]([NH:8][C:9]1[CH:10]=[C:11]([N:19]2[CH2:24][CH2:23][N:22]([C:25]([O:27][C:28]([CH3:31])([CH3:30])[CH3:29])=[O:26])[CH2:21][CH2:20]2)[CH:12]=[CH:13][C:14]=1[C:15]([O:17][CH3:18])=[O:16])=[O:7])([CH3:4])([CH3:3])[CH3:2].C(O)(C(F)(F)F)=O.C1C(=O)N([Cl:46])C(=O)C1.CO, predict the reaction product. The product is: [C:1]([O:5][C:6]([NH:8][C:9]1[C:14]([C:15]([O:17][CH3:18])=[O:16])=[CH:13][C:12]([Cl:46])=[C:11]([N:19]2[CH2:20][CH2:21][N:22]([C:25]([O:27][C:28]([CH3:31])([CH3:30])[CH3:29])=[O:26])[CH2:23][CH2:24]2)[CH:10]=1)=[O:7])([CH3:3])([CH3:4])[CH3:2]. (4) Given the reactants [OH:1][C:2]1[CH:3]=[C:4]2[C:9](=[CH:10][CH:11]=1)[O:8][CH2:7][C:6]([C:12]([OH:14])=[O:13])=[CH:5]2, predict the reaction product. The product is: [OH:1][C:2]1[CH:3]=[C:4]2[C:9](=[CH:10][CH:11]=1)[O:8][CH2:7][CH:6]([C:12]([OH:14])=[O:13])[CH2:5]2. (5) Given the reactants [C:1]([O:4][C:5]1[CH:14]=[CH:13][C:12]2[C:7](=[C:8]([NH2:17])[C:9]([Cl:16])=[CH:10][C:11]=2[Cl:15])[CH:6]=1)(=[O:3])[CH3:2].N1C=CC=CC=1.Cl[C:25]([O:27][C:28]1[CH:33]=[CH:32][CH:31]=[CH:30][CH:29]=1)=[O:26].C(OC(=O)C)C, predict the reaction product. The product is: [C:1]([O:4][C:5]1[CH:14]=[CH:13][C:12]2[C:7](=[C:8]([NH:17][C:25]([O:27][C:28]3[CH:33]=[CH:32][CH:31]=[CH:30][CH:29]=3)=[O:26])[C:9]([Cl:16])=[CH:10][C:11]=2[Cl:15])[CH:6]=1)(=[O:3])[CH3:2].